This data is from hERG Central: cardiac toxicity at 1µM, 10µM, and general inhibition. The task is: Predict hERG channel inhibition at various concentrations. (1) The drug is CC1CC(C)CN(CCOc2ccc(Cl)cc2Cl)C1.O=C(O)C(=O)O. Results: hERG_inhib (hERG inhibition (general)): blocker. (2) The compound is CSc1ccc(/C=N/NC(=O)CN2CCN(Cc3ccccc3)CC2)cc1. Results: hERG_inhib (hERG inhibition (general)): blocker. (3) The molecule is CCOc1ccc(CN2CCN(Cc3cccn3-c3cccnc3)CC2CCO)cc1. Results: hERG_inhib (hERG inhibition (general)): blocker.